This data is from Forward reaction prediction with 1.9M reactions from USPTO patents (1976-2016). The task is: Predict the product of the given reaction. (1) Given the reactants [F:1][C:2]1[C:7]([C:8]2[C:15]([N+:16]([O-])=O)=[CH:14][C:11]([C:12]#[N:13])=[CH:10][C:9]=2[N+:19]([O-])=O)=[CH:6][C:5]([CH3:22])=[CH:4][N:3]=1.O, predict the reaction product. The product is: [NH2:19][C:9]1[CH:10]=[C:11]([CH:14]=[C:15]([NH2:16])[C:8]=1[C:7]1[C:2]([F:1])=[N:3][CH:4]=[C:5]([CH3:22])[CH:6]=1)[C:12]#[N:13]. (2) Given the reactants [CH3:1][C@H:2]1[C@@:41]2([OH:43])[O:42][C@H:5]([CH2:6][C@H:7]([O:64][CH3:65])[C:8]([CH3:63])=[CH:9][CH:10]=[CH:11][CH:12]=[CH:13][C@@H:14]([CH3:62])[CH2:15][C@@H:16]([CH3:61])[C:17]([C@H:19]([O:59][CH3:60])[C@H:20]([OH:58])[C:21]([CH3:57])=[CH:22][C@@H:23]([CH3:56])[C:24]([CH2:26][C@@H:27]([C@@H:44]([CH2:46][C@H:47]3[CH2:52][C@@H:51]([O:53][CH3:54])[C@H:50]([OH:55])[CH2:49][CH2:48]3)[CH3:45])[O:28][C:29]([C@H:31]3[N:36]([C:37]([C:39]2=[O:40])=[O:38])[CH2:35][CH2:34][CH2:33][CH2:32]3)=[O:30])=[O:25])=[O:18])[CH2:4][CH2:3]1.C(N(C(C)C)C(C)C)C.O([CH2:83][CH2:84][O:85][CH2:86][CH3:87])S(C(F)(F)F)(=O)=O.Cl, predict the reaction product. The product is: [CH3:83][CH2:84][O:85][CH2:86][CH2:87][O:55][C@H:50]1[C@H:51]([O:53][CH3:54])[CH2:52][CH:47]([CH2:46][C@H:44]([CH:27]2[O:28][C:29](=[O:30])[C@H:31]3[N:36]([CH2:35][CH2:34][CH2:33][CH2:32]3)[C:37](=[O:38])[C:39](=[O:40])[C@:41]3([OH:43])[O:42][C@@H:5]([CH2:4][CH2:3][C@H:2]3[CH3:1])[CH2:6][C@H:7]([O:64][CH3:65])[C:8]([CH3:63])=[CH:9][CH:10]=[CH:11][CH:12]=[CH:13][CH:14]([CH3:62])[CH2:15][C@@H:16]([CH3:61])[C:17](=[O:18])[C@H:19]([O:59][CH3:60])[C@H:20]([OH:58])[C:21]([CH3:57])=[CH:22][C@@H:23]([CH3:56])[C:24](=[O:25])[CH2:26]2)[CH3:45])[CH2:48][CH2:49]1. (3) Given the reactants [Cl:1][C:2]1[CH:7]=[CH:6][C:5]([C:8]2[CH:13]=[CH:12][CH:11]=[C:10]([O:14][CH2:15][CH2:16][N:17]([CH3:19])[CH3:18])[C:9]=2[CH2:20][N:21]2[CH2:26][CH2:25][N:24](C(OC(C)(C)C)=O)[CH2:23][CH2:22]2)=[CH:4][CH:3]=1.[F:34][C:35]([F:40])([F:39])[C:36]([OH:38])=[O:37], predict the reaction product. The product is: [Cl:1][C:2]1[CH:7]=[CH:6][C:5]([C:8]2[CH:13]=[CH:12][CH:11]=[C:10]([O:14][CH2:15][CH2:16][N:17]([CH3:19])[CH3:18])[C:9]=2[CH2:20][N:21]2[CH2:22][CH2:23][NH:24][CH2:25][CH2:26]2)=[CH:4][CH:3]=1.[F:34][C:35]([F:40])([F:39])[C:36]([OH:38])=[O:37]. (4) Given the reactants [F:1][C:2]([F:23])([F:22])[C:3]([N:5]1[CH2:15][CH:14]2[CH2:16][CH2:17][CH:7]([C:8]3[CH:9]=[C:10]([N+:19]([O-])=O)[C:11]([OH:18])=[CH:12][C:13]=32)[CH2:6]1)=[O:4], predict the reaction product. The product is: [F:23][C:2]([F:1])([F:22])[C:3]([N:5]1[CH2:15][CH:14]2[CH2:16][CH2:17][CH:7]([C:8]3[CH:9]=[C:10]([NH2:19])[C:11]([OH:18])=[CH:12][C:13]=32)[CH2:6]1)=[O:4]. (5) Given the reactants [CH2:1]1[C:9]2[C:4](=[CH:5][CH:6]=[CH:7][CH:8]=2)[CH2:3][C:2]1=O.[C:11]1([Mg]Br)[CH:16]=[CH:15][CH:14]=[CH:13][CH:12]=1.O.Cl, predict the reaction product. The product is: [C:11]1([C:2]2[CH2:3][C:4]3[C:9]([CH:1]=2)=[CH:8][CH:7]=[CH:6][CH:5]=3)[CH:16]=[CH:15][CH:14]=[CH:13][CH:12]=1. (6) The product is: [N:1]1([CH2:10][C:11]2[N:16]=[C:15]3[S:17][C:18]4[CH2:23][S:22](=[O:41])[CH2:21][CH2:20][C:19]=4[C:14]3=[C:13]([C:24]3[CH:25]=[CH:26][C:27]([O:30][CH3:31])=[CH:28][CH:29]=3)[C:12]=2[Cl:32])[C:5]2[CH:6]=[CH:7][CH:8]=[CH:9][C:4]=2[N:3]=[CH:2]1. Given the reactants [N:1]1([CH2:10][C:11]2[N:16]=[C:15]3[S:17][C:18]4[CH2:23][S:22][CH2:21][CH2:20][C:19]=4[C:14]3=[C:13]([C:24]3[CH:29]=[CH:28][C:27]([O:30][CH3:31])=[CH:26][CH:25]=3)[C:12]=2[Cl:32])[C:5]2[CH:6]=[CH:7][CH:8]=[CH:9][C:4]=2[N:3]=[CH:2]1.ClC1C=CC=C(C(OO)=[O:41])C=1.O, predict the reaction product. (7) The product is: [CH2:1]([C:8]1[CH:9]=[N:10][C:11]2[C:16]([C:17]=1[C:18]1[CH:23]=[CH:22][CH:21]=[C:20]([O:24][CH2:35][C:31]3[N:30]([CH3:29])[CH:34]=[CH:33][CH:32]=3)[CH:19]=1)=[CH:15][CH:14]=[CH:13][C:12]=2[C:25]([F:28])([F:26])[F:27])[C:2]1[CH:3]=[CH:4][CH:5]=[CH:6][CH:7]=1. Given the reactants [CH2:1]([C:8]1[CH:9]=[N:10][C:11]2[C:16]([C:17]=1[C:18]1[CH:19]=[C:20]([OH:24])[CH:21]=[CH:22][CH:23]=1)=[CH:15][CH:14]=[CH:13][C:12]=2[C:25]([F:28])([F:27])[F:26])[C:2]1[CH:7]=[CH:6][CH:5]=[CH:4][CH:3]=1.[CH3:29][N:30]1[CH:34]=[CH:33][CH:32]=[C:31]1[CH2:35]O, predict the reaction product.